This data is from Reaction yield outcomes from USPTO patents with 853,638 reactions. The task is: Predict the reaction yield, written as a fraction of the theoretical maximum amount of product (1.0 means a 100% yield; for example, 0.34 means a 34% yield). The reactants are Cl[C:2]1[C:7]([CH3:8])=[CH:6][N:5]=[C:4]([NH2:9])[N:3]=1.[C:10]([O:14][C:15]([C:17]1[CH:18]=[C:19](B(O)O)[CH:20]=[CH:21][CH:22]=1)=[O:16])([CH3:13])([CH3:12])[CH3:11].C([O-])([O-])=O.[Na+].[Na+]. No catalyst specified. The product is [NH2:9][C:4]1[N:3]=[C:2]([C:21]2[CH:22]=[C:17]([CH:18]=[CH:19][CH:20]=2)[C:15]([O:14][C:10]([CH3:12])([CH3:13])[CH3:11])=[O:16])[C:7]([CH3:8])=[CH:6][N:5]=1. The yield is 0.500.